From a dataset of Forward reaction prediction with 1.9M reactions from USPTO patents (1976-2016). Predict the product of the given reaction. Given the reactants C([O:3][C:4]([C:6]1[CH:13]=[CH:12][C:9]([C:10]#[N:11])=[CH:8][N:7]=1)=[CH2:5])C, predict the reaction product. The product is: [C:4]([C:6]1[CH:13]=[CH:12][C:9]([C:10]#[N:11])=[CH:8][N:7]=1)(=[O:3])[CH3:5].